Predict which catalyst facilitates the given reaction. From a dataset of Catalyst prediction with 721,799 reactions and 888 catalyst types from USPTO. (1) Reactant: [BH4-].[Na+].[F:3][C:4]1[N:9]=[CH:8][C:7]([O:10][CH2:11][C:12](=[O:14])[CH3:13])=[C:6]([I:15])[CH:5]=1.Cl.O. Product: [F:3][C:4]1[N:9]=[CH:8][C:7]([O:10][CH2:11][CH:12]([OH:14])[CH3:13])=[C:6]([I:15])[CH:5]=1. The catalyst class is: 5. (2) The catalyst class is: 39. Product: [Cl:21][C:16]1[CH:15]=[C:14]([CH:19]=[CH:18][C:17]=1[I:20])[CH2:13][C@H:9]([NH:8][C:6](=[O:7])[O:5][C:1]([CH3:2])([CH3:3])[CH3:4])[C:10](=[O:12])[NH:50][CH2:51][C:52](=[O:53])[C:54]1[CH:59]=[CH:58][CH:57]=[CH:56][CH:55]=1. Reactant: [C:1]([O:5][C:6]([NH:8][C@@H:9]([CH2:13][C:14]1[CH:19]=[CH:18][C:17]([I:20])=[C:16]([Cl:21])[CH:15]=1)[C:10]([OH:12])=O)=[O:7])([CH3:4])([CH3:3])[CH3:2].F[P-](F)(F)(F)(F)F.N1(O[P+](N(C)C)(N(C)C)N(C)C)C2C=CC=CC=2N=N1.Cl.[NH2:50][CH2:51][C:52]([C:54]1[CH:59]=[CH:58][CH:57]=[CH:56][CH:55]=1)=[O:53].C(N(CC)C(C)C)(C)C. (3) Reactant: [NH2:1][C:2]1[N:10]=[C:9]2[C:5]([N:6]=[CH:7][N:8]2[C@@H:11]2[O:17][C@H:16]([CH2:18][OH:19])[C@@H:14]([OH:15])[C@@:12]2([CH3:20])[OH:13])=[C:4](Cl)[N:3]=1.O1CCOCC1.Cl.[CH3:29][O:30][C:31](=[O:35])[CH2:32][CH2:33][NH2:34]. Product: [CH3:29][O:30][C:31](=[O:35])[CH2:32][CH2:33][NH:34][C:4]1[N:3]=[C:2]([NH2:1])[N:10]=[C:9]2[C:5]=1[N:6]=[CH:7][N:8]2[C@@H:11]1[O:17][C@H:16]([CH2:18][OH:19])[C@@H:14]([OH:15])[C@@:12]1([CH3:20])[OH:13]. The catalyst class is: 66. (4) Reactant: Br[C:2]([CH2:4][O:5][CH2:6][CH:7]=[CH2:8])=[CH2:3].[Li]C(C)(C)C.C(O[B:18]1[O:22][C:21]([CH3:24])([CH3:23])[C:20]([CH3:26])([CH3:25])[O:19]1)(C)C. Product: [CH3:25][C:20]1([CH3:26])[C:21]([CH3:24])([CH3:23])[O:22][B:18]([C:2]([CH2:4][O:5][CH2:6][CH:7]=[CH2:8])=[CH2:3])[O:19]1. The catalyst class is: 28. (5) Reactant: [C:1]1(=[O:7])[O:6][C:4](=[O:5])[CH2:3][CH2:2]1.[F:8][C:9]([F:20])([F:19])[O:10][C:11]1[CH:16]=[CH:15][C:14]([Mg]Br)=[CH:13][CH:12]=1.Cl. Product: [O:5]=[C:4]([C:14]1[CH:13]=[CH:12][C:11]([O:10][C:9]([F:8])([F:19])[F:20])=[CH:16][CH:15]=1)[CH2:3][CH2:2][C:1]([OH:6])=[O:7]. The catalyst class is: 1.